Task: Predict the product of the given reaction.. Dataset: Forward reaction prediction with 1.9M reactions from USPTO patents (1976-2016) (1) Given the reactants C([O:8][C:9]1[CH:10]=[C:11]([N:15]2[C:19]3[N:20]=[C:21]([C:25]4[CH:30]=[CH:29][C:28]([O:31][CH3:32])=[C:27]([F:33])[CH:26]=4)[N:22]=[C:23]([CH3:24])[C:18]=3[C:17]3([CH2:35][CH2:34]3)[CH2:16]2)[CH:12]=[CH:13][CH:14]=1)C1C=CC=CC=1, predict the reaction product. The product is: [F:33][C:27]1[CH:26]=[C:25]([C:21]2[N:22]=[C:23]([CH3:24])[C:18]3[C:17]4([CH2:34][CH2:35]4)[CH2:16][N:15]([C:11]4[CH:10]=[C:9]([OH:8])[CH:14]=[CH:13][CH:12]=4)[C:19]=3[N:20]=2)[CH:30]=[CH:29][C:28]=1[O:31][CH3:32]. (2) Given the reactants [C:12]([O:11][C:9](O[C:9]([O:11][C:12]([CH3:15])([CH3:14])[CH3:13])=[O:10])=[O:10])([CH3:15])([CH3:14])[CH3:13].[NH2:16][CH2:17][C:18]1[CH:24]=[CH:23][CH:22]=[CH:21][C:19]=1[NH2:20], predict the reaction product. The product is: [C:12]([O:11][C:9](=[O:10])[NH:16][CH2:17][C:18]1[CH:24]=[CH:23][CH:22]=[CH:21][C:19]=1[NH2:20])([CH3:13])([CH3:14])[CH3:15]. (3) Given the reactants [NH2:1][C:2]1[C:10]2[C:5](=[CH:6][CH:7]=[C:8]([NH2:11])[CH:9]=2)[N:4]([C:12]([O:14][C:15]([CH3:18])([CH3:17])[CH3:16])=[O:13])[N:3]=1.[N:19]([CH2:22][CH2:23][C:24]1[CH:29]=[CH:28][CH:27]=[C:26]([O:30][CH3:31])[CH:25]=1)=[C:20]=[O:21], predict the reaction product. The product is: [C:15]([O:14][C:12]([N:4]1[C:5]2[C:10](=[CH:9][C:8]([NH:11][C:20]([NH:19][CH2:22][CH2:23][C:24]3[CH:29]=[CH:28][CH:27]=[C:26]([O:30][CH3:31])[CH:25]=3)=[O:21])=[CH:7][CH:6]=2)[C:2]([NH2:1])=[N:3]1)=[O:13])([CH3:18])([CH3:17])[CH3:16]. (4) Given the reactants [CH3:1][N:2]1[CH2:7][CH2:6][NH:5][CH2:4][CH2:3]1.[Br:8][C:9]1[CH:14]=[CH:13][C:12]([CH2:15]Br)=[CH:11][CH:10]=1.C([O-])([O-])=O.[K+].[K+].O, predict the reaction product. The product is: [Br:8][C:9]1[CH:14]=[CH:13][C:12]([CH2:15][N:5]2[CH2:6][CH2:7][N:2]([CH3:1])[CH2:3][CH2:4]2)=[CH:11][CH:10]=1.